This data is from Full USPTO retrosynthesis dataset with 1.9M reactions from patents (1976-2016). The task is: Predict the reactants needed to synthesize the given product. (1) The reactants are: [F:1][C:2]1[C:10]([O:11][CH3:12])=[C:9]([N+:13]([O-:15])=[O:14])[CH:8]=[CH:7][C:3]=1[C:4]([OH:6])=O.[NH:16]1[CH2:21][CH2:20][O:19][CH2:18][CH2:17]1.CCN(C(C)C)C(C)C.CN(C(ON1N=NC2C=CC=CC1=2)=[N+](C)C)C.F[P-](F)(F)(F)(F)F. Given the product [F:1][C:2]1[C:10]([O:11][CH3:12])=[C:9]([N+:13]([O-:15])=[O:14])[CH:8]=[CH:7][C:3]=1[C:4]([N:16]1[CH2:21][CH2:20][O:19][CH2:18][CH2:17]1)=[O:6], predict the reactants needed to synthesize it. (2) Given the product [Cl:1][C:2]1[CH:3]=[C:4]2[C:8](=[C:9]([CH2:11][O:12][C:13]3[CH:18]=[CH:17][C:16]([CH2:19][CH2:20][C:21]([O:23][CH2:28][CH3:29])=[O:22])=[C:15]([CH3:24])[C:14]=3[CH3:25])[CH:10]=1)[N:7]([CH3:43])[N:6]=[CH:5]2, predict the reactants needed to synthesize it. The reactants are: [Cl:1][C:2]1[CH:10]=[C:9]([CH2:11][O:12][C:13]2[CH:18]=[CH:17][C:16]([CH2:19][CH2:20][C:21]([OH:23])=[O:22])=[C:15]([CH3:24])[C:14]=2[CH3:25])[C:8]2[C:4](=[CH:5][N:6](C)[N:7]=2)[CH:3]=1.O[C:28]1C=CC(CCC(OCC)=O)=C(C)[C:29]=1C.[C:43]1(P(C2C=CC=CC=2)C2C=CC=CC=2)C=CC=CC=1.CC(OC(/N=N/C(OC(C)C)=O)=O)C. (3) Given the product [Cl:18][CH2:19][CH2:20][CH2:21][C:22]([N:9]([CH2:8][CH:5]([CH2:6][CH3:7])[CH2:4][CH2:3][CH2:2][CH3:1])[CH2:10][CH:11]([CH2:12][CH3:13])[CH2:14][CH2:15][CH2:16][CH3:17])=[O:23], predict the reactants needed to synthesize it. The reactants are: [CH3:1][CH2:2][CH2:3][CH2:4][CH:5]([CH2:8][NH:9][CH2:10][CH:11]([CH2:14][CH2:15][CH2:16][CH3:17])[CH2:12][CH3:13])[CH2:6][CH3:7].[Cl:18][CH2:19][CH2:20][CH2:21][C:22](Cl)=[O:23].